From a dataset of CYP2D6 inhibition data for predicting drug metabolism from PubChem BioAssay. Regression/Classification. Given a drug SMILES string, predict its absorption, distribution, metabolism, or excretion properties. Task type varies by dataset: regression for continuous measurements (e.g., permeability, clearance, half-life) or binary classification for categorical outcomes (e.g., BBB penetration, CYP inhibition). Dataset: cyp2d6_veith. The compound is C[C@@H](Cc1ccccc1)Nc1ncnc2c1ncn2[C@@H]1O[C@@H](CO)[C@H](O)[C@@H]1O. The result is 0 (non-inhibitor).